From a dataset of Catalyst prediction with 721,799 reactions and 888 catalyst types from USPTO. Predict which catalyst facilitates the given reaction. (1) Reactant: [F:1][C:2]1[CH:3]=[C:4]([NH:9][C:10]2[C:15]([F:16])=[CH:14][CH:13]=[CH:12][N:11]=2)[C:5]([NH2:8])=[CH:6][CH:7]=1.[C:17]([O:21][C:22]([NH:24][C@@H:25]([CH3:29])[C:26](O)=O)=[O:23])([CH3:20])([CH3:19])[CH3:18].C1C=NC2N(O)N=NC=2C=1.CCN=C=NCCCN(C)C.Cl. Product: [C:17]([O:21][C:22](=[O:23])[NH:24][CH:25]([C:26]1[N:9]([C:10]2[C:15]([F:16])=[CH:14][CH:13]=[CH:12][N:11]=2)[C:4]2[CH:3]=[C:2]([F:1])[CH:7]=[CH:6][C:5]=2[N:8]=1)[CH3:29])([CH3:20])([CH3:19])[CH3:18]. The catalyst class is: 2. (2) Reactant: [NH2:1][C:2]1[NH:6][N:5]=[C:4]([CH2:7][OH:8])[N:3]=1.[Br:9][CH:10]([CH:13]=O)[CH:11]=O. Product: [Br:9][C:10]1[CH:11]=[N:1][C:2]2[N:6]([N:5]=[C:4]([CH2:7][OH:8])[N:3]=2)[CH:13]=1. The catalyst class is: 15. (3) Reactant: [C:1]([O:5][C:6](=[O:20])[NH:7][CH:8]1[CH2:17][C:16]2[C:11](=[CH:12][CH:13]=[C:14]([C:18]#[N:19])[CH:15]=2)[NH:10][CH2:9]1)([CH3:4])([CH3:3])[CH3:2].[Cl:21][C:22]1[CH:23]=[C:24]([CH:27]=[CH:28][CH:29]=1)[CH:25]=O.[BH-](OC(C)=O)(OC(C)=O)OC(C)=O.[Na+].C(O)(=O)C. Product: [C:1]([O:5][C:6](=[O:20])[NH:7][CH:8]1[CH2:17][C:16]2[C:11](=[CH:12][CH:13]=[C:14]([C:18]#[N:19])[CH:15]=2)[N:10]([CH2:25][C:24]2[CH:27]=[CH:28][CH:29]=[C:22]([Cl:21])[CH:23]=2)[CH2:9]1)([CH3:4])([CH3:2])[CH3:3]. The catalyst class is: 26. (4) Product: [CH3:13][O:12][C:11]1[CH:10]=[C:9]2[C:4]([C:5]([CH2:25][C:26]3[CH:31]=[CH:30][C:29]([O:32][C:33](=[O:38])[C:34]([CH3:37])([CH3:36])[CH3:35])=[CH:28][CH:27]=3)=[C:6]([C:15]3[CH:20]=[CH:19][C:18]([C:21]([F:24])([F:23])[F:22])=[CH:17][CH:16]=3)[C:7](=[O:14])[O:8]2)=[CH:3][C:2]=1[CH3:39]. Reactant: Br[C:2]1[CH:3]=[C:4]2[C:9](=[CH:10][C:11]=1[O:12][CH3:13])[O:8][C:7](=[O:14])[C:6]([C:15]1[CH:20]=[CH:19][C:18]([C:21]([F:24])([F:23])[F:22])=[CH:17][CH:16]=1)=[C:5]2[CH2:25][C:26]1[CH:31]=[CH:30][C:29]([O:32][C:33](=[O:38])[C:34]([CH3:37])([CH3:36])[CH3:35])=[CH:28][CH:27]=1.[C:39]([O-])([O-])=O.[K+].[K+].CB1OB(C)OB(C)O1. The catalyst class is: 77. (5) Reactant: [C:1]1([C:7]([NH:10][NH:11]C(OC(C)(C)C)=O)([CH3:9])[CH3:8])[CH:6]=[CH:5][CH:4]=[CH:3][CH:2]=1.O.C1(C)C=CC(S(O)(=O)=O)=CC=1.[CH3:31][C:32]([CH3:48])([CH2:41][C:42]1[CH:47]=[CH:46][CH:45]=[CH:44][CH:43]=1)[C:33](=O)[CH2:34][C:35]([O:37]CC)=O.C(OCC)(=O)C. Product: [CH3:48][C:32]([C:33]1[CH2:34][C:35](=[O:37])[N:10]([C:7]([C:1]2[CH:6]=[CH:5][CH:4]=[CH:3][CH:2]=2)([CH3:9])[CH3:8])[N:11]=1)([CH3:31])[CH2:41][C:42]1[CH:43]=[CH:44][CH:45]=[CH:46][CH:47]=1. The catalyst class is: 322. (6) Reactant: [CH2:1]([N:8]1[C:13]([CH3:15])([CH3:14])[CH2:12][O:11][CH:10]([CH3:16])[C:9]1=O)[C:2]1[CH:7]=[CH:6][CH:5]=[CH:4][CH:3]=1.C(O)C. Product: [CH2:1]([N:8]1[C:13]([CH3:15])([CH3:14])[CH2:12][O:11][CH:10]([CH3:16])[CH2:9]1)[C:2]1[CH:3]=[CH:4][CH:5]=[CH:6][CH:7]=1. The catalyst class is: 7. (7) Reactant: Br[C:2]1[CH:3]=[C:4]2[C:9](=[N:10][C:11]=1[CH:12]([O:15][CH3:16])[O:13][CH3:14])[N:8]([C:17]([NH:19][C:20]1[CH:25]=[C:24]([NH:26][CH2:27][CH2:28][O:29][CH3:30])[C:23]([C:31]#[N:32])=[CH:22][N:21]=1)=[O:18])[CH2:7][CH2:6][CH2:5]2.[CH3:33][N:34]1[CH:38]=[CH:37][C:36](B2OC(C)(C)C(C)(C)O2)=[N:35]1.C([O-])([O-])=O.[Na+].[Na+]. Product: [C:31]([C:23]1[C:24]([NH:26][CH2:27][CH2:28][O:29][CH3:30])=[CH:25][C:20]([NH:19][C:17]([N:8]2[C:9]3[C:4](=[CH:3][C:2]([C:37]4[CH:36]=[N:35][N:34]([CH3:33])[CH:38]=4)=[C:11]([CH:12]([O:15][CH3:16])[O:13][CH3:14])[N:10]=3)[CH2:5][CH2:6][CH2:7]2)=[O:18])=[N:21][CH:22]=1)#[N:32]. The catalyst class is: 438.